Task: Predict which catalyst facilitates the given reaction.. Dataset: Catalyst prediction with 721,799 reactions and 888 catalyst types from USPTO Product: [C:10]1([N:9]([CH2:17][C:18]2[CH:27]=[CH:26][C:21]([C:22]([O:24][CH3:25])=[O:23])=[CH:20][CH:19]=2)[C:3]2[CH:4]=[CH:5][CH:6]=[CH:7][CH:8]=2)[CH:11]=[CH:12][CH:13]=[CH:14][CH:15]=1. The catalyst class is: 3. Reactant: [H-].[Na+].[C:3]1([NH:9][C:10]2[CH:15]=[CH:14][CH:13]=[CH:12][CH:11]=2)[CH:8]=[CH:7][CH:6]=[CH:5][CH:4]=1.Br[CH2:17][C:18]1[CH:27]=[CH:26][C:21]([C:22]([O:24][CH3:25])=[O:23])=[CH:20][CH:19]=1.